From a dataset of Forward reaction prediction with 1.9M reactions from USPTO patents (1976-2016). Predict the product of the given reaction. (1) The product is: [F:34][C:31]1[CH:30]=[N:29][CH:32]=[CH:33][C:65]=1[C:57]([NH:23][C:20]1[S:21][CH:22]=[C:18]([C:14]2[C:15]([CH3:17])=[CH:16][C:11]([O:10][C:9]3[CH:8]=[CH:7][C:6]([O:5][CH2:4][CH2:3][O:2][CH3:1])=[CH:26][CH:25]=3)=[CH:12][C:13]=2[CH3:24])[N:19]=1)=[O:56]. Given the reactants [CH3:1][O:2][CH2:3][CH2:4][O:5][C:6]1[CH:26]=[CH:25][C:9]([O:10][C:11]2[CH:16]=[C:15]([CH3:17])[C:14]([C:18]3[N:19]=[C:20]([NH2:23])[S:21][CH:22]=3)=[C:13]([CH3:24])[CH:12]=2)=[CH:8][CH:7]=1.C([N:29]([CH2:32][CH3:33])[CH2:30][CH3:31])C.[F:34]C1C=C(C=CN=1)C(O)=O.Cl.C(N=C=NCCCN(C)C)C.[OH:56][C:57]1[C:65]2N=NNC=2C=CC=1, predict the reaction product. (2) Given the reactants Br[CH2:2][C:3]([C:5]1[CH:13]=[C:12]2[C:8]([C:9]([CH3:17])([CH3:16])[C:10](=[O:15])[N:11]2[CH3:14])=[CH:7][CH:6]=1)=[O:4].[N-:18]=[N+:19]=[N-:20].[Na+].O, predict the reaction product. The product is: [N:18]([CH2:2][C:3]([C:5]1[CH:13]=[C:12]2[C:8]([C:9]([CH3:17])([CH3:16])[C:10](=[O:15])[N:11]2[CH3:14])=[CH:7][CH:6]=1)=[O:4])=[N+:19]=[N-:20]. (3) Given the reactants [C:9](O[C:9]([O:11][C:12]([CH3:15])([CH3:14])[CH3:13])=[O:10])([O:11][C:12]([CH3:15])([CH3:14])[CH3:13])=[O:10].[Cl:16][C:17]1[C:18]([NH:24][CH2:25][CH:26]2[CH2:31][CH2:30][NH:29][CH2:28][CH2:27]2)=[CH:19][C:20]([NH2:23])=[N:21][CH:22]=1.C(N(CC)CC)C, predict the reaction product. The product is: [NH2:23][C:20]1[CH:19]=[C:18]([NH:24][CH2:25][CH:26]2[CH2:31][CH2:30][N:29]([C:9]([O:11][C:12]([CH3:13])([CH3:14])[CH3:15])=[O:10])[CH2:28][CH2:27]2)[C:17]([Cl:16])=[CH:22][N:21]=1. (4) Given the reactants C([N:4]1[C:8]2[CH:9]=[C:10]([C:14]3[N:18]([CH3:19])C4C=CC=CC=4N=3)[CH:11]=[C:12]([CH3:13])[C:7]=2[N:6]=[CH:5]1)CC.Br[CH2:25][C:26]1[CH:31]=[CH:30][C:29]([C:32]2[CH:37]=[CH:36][CH:35]=[CH:34][C:33]=2[CH:38]=[O:39])=[CH:28][CH:27]=1.[CH3:40][C:41]([CH3:44])([O-])C.[K+].C(=O)([O-])[O-].[K+].[K+].[OH-].[Na+].[CH3:54][N:55](C)[C:56](=O)C, predict the reaction product. The product is: [CH2:40]([C:5]1[N:4]([CH2:25][C:26]2[CH:31]=[CH:30][C:29]([C:32]3[C:33]([CH:38]=[O:39])=[CH:34][CH:35]=[CH:36][CH:37]=3)=[CH:28][CH:27]=2)[C:8]2[CH:9]=[C:10]([C:14]3[N:18]=[CH:19][N:55]([CH3:56])[CH:54]=3)[CH:11]=[C:12]([CH3:13])[C:7]=2[N:6]=1)[CH2:41][CH3:44].